The task is: Predict which catalyst facilitates the given reaction.. This data is from Catalyst prediction with 721,799 reactions and 888 catalyst types from USPTO. (1) Reactant: [CH2:1]([O:8][C:9]([N:11]1[CH2:16][CH2:15][CH:14]([C:17](=O)[NH2:18])[CH2:13][CH2:12]1)=[O:10])[C:2]1[CH:7]=[CH:6][CH:5]=[CH:4][CH:3]=1.COC1C=CC(P2(SP(C3C=CC(OC)=CC=3)(=S)S2)=[S:29])=CC=1. Product: [CH2:1]([O:8][C:9]([N:11]1[CH2:16][CH2:15][CH:14]([C:17](=[S:29])[NH2:18])[CH2:13][CH2:12]1)=[O:10])[C:2]1[CH:7]=[CH:6][CH:5]=[CH:4][CH:3]=1. The catalyst class is: 1. (2) Reactant: [CH2:1]([C:5]1[N:9]([C:10]2[CH:15]=[CH:14][CH:13]=[CH:12][CH:11]=2)[N:8]=[C:7]([C:16]([O:18]CC)=[O:17])[C:6]=1[C:21]1[CH:26]=[CH:25][C:24]([C:27](=[O:42])[NH:28][S:29]([C:32]2[CH:41]=[CH:40][C:39]3[C:34](=[CH:35][CH:36]=[CH:37][CH:38]=3)[CH:33]=2)(=[O:31])=[O:30])=[CH:23][C:22]=1[C:43]([N:45]1[CH2:54][CH2:53][C:52]2[C:47](=[CH:48][CH:49]=[CH:50][CH:51]=2)[CH2:46]1)=[O:44])[CH2:2][CH2:3][CH3:4].[OH-].[Na+]. Product: [CH2:1]([C:5]1[N:9]([C:10]2[CH:11]=[CH:12][CH:13]=[CH:14][CH:15]=2)[N:8]=[C:7]([C:16]([OH:18])=[O:17])[C:6]=1[C:21]1[CH:26]=[CH:25][C:24]([C:27](=[O:42])[NH:28][S:29]([C:32]2[CH:41]=[CH:40][C:39]3[C:34](=[CH:35][CH:36]=[CH:37][CH:38]=3)[CH:33]=2)(=[O:30])=[O:31])=[CH:23][C:22]=1[C:43]([N:45]1[CH2:54][CH2:53][C:52]2[C:47](=[CH:48][CH:49]=[CH:50][CH:51]=2)[CH2:46]1)=[O:44])[CH2:2][CH2:3][CH3:4]. The catalyst class is: 1. (3) Reactant: CN1CCOCC1.[OH:8][C:9]1[CH:10]=[C:11]([N:15]2[CH2:20][CH2:19][NH:18][CH2:17][CH2:16]2)[CH:12]=[CH:13][CH:14]=1.F[P-](F)(F)(F)(F)F.N1(O[P+](N(C)C)(N(C)C)N(C)C)C2C=CC=CC=2N=N1.O.[CH:49]1[C:62]2[C:53](=[N:54][C:55]3[C:60]([C:61]=2[C:63](O)=[O:64])=[CH:59][CH:58]=[CH:57][CH:56]=3)[CH:52]=[CH:51][CH:50]=1. Product: [CH:59]1[C:60]2[C:55](=[N:54][C:53]3[C:62]([C:61]=2[C:63]([N:18]2[CH2:19][CH2:20][N:15]([C:11]4[CH:12]=[CH:13][CH:14]=[C:9]([OH:8])[CH:10]=4)[CH2:16][CH2:17]2)=[O:64])=[CH:49][CH:50]=[CH:51][CH:52]=3)[CH:56]=[CH:57][CH:58]=1. The catalyst class is: 9. (4) Reactant: [Cl:1][C:2]1[CH:7]=[CH:6][C:5]([CH2:8][C:9]#[N:10])=[CH:4][CH:3]=1.[H-].[Na+].C([O:15][C:16](=O)[C:17]1[CH:22]=[CH:21][CH:20]=[CH:19][C:18]=1[Cl:23])C.O. Product: [Cl:23][C:18]1[CH:19]=[CH:20][CH:21]=[CH:22][C:17]=1[C:16](=[O:15])[CH:8]([C:5]1[CH:6]=[CH:7][C:2]([Cl:1])=[CH:3][CH:4]=1)[C:9]#[N:10]. The catalyst class is: 1. (5) Reactant: C([O-])=O.[NH4+].[O:5]=[S:6]1(=[O:22])[C:11]2[CH:12]=[C:13]([N+:16]([O-])=O)[CH:14]=[CH:15][C:10]=2[N:9]2[CH2:19][CH2:20][CH2:21][CH:8]2[NH:7]1. Product: [O:22]=[S:6]1(=[O:5])[C:11]2[CH:12]=[C:13]([NH2:16])[CH:14]=[CH:15][C:10]=2[N:9]2[CH2:19][CH2:20][CH2:21][CH:8]2[NH:7]1. The catalyst class is: 19.